From a dataset of Catalyst prediction with 721,799 reactions and 888 catalyst types from USPTO. Predict which catalyst facilitates the given reaction. Reactant: [C:1]([C:3]1[CH:8]=[CH:7]C(CCN)=[CH:5][CH:4]=1)#[N:2].C([N:14]([CH2:17][CH3:18])[CH2:15]C)C.Cl[C:20]([O:22][CH2:23][C:24]1[CH:29]=[CH:28][CH:27]=[CH:26][CH:25]=1)=[O:21]. Product: [C:1]([C:3]1[CH:8]=[CH:7][C:18]([CH2:17][N:14]([CH3:15])[C:20](=[O:21])[O:22][CH2:23][C:24]2[CH:29]=[CH:28][CH:27]=[CH:26][CH:25]=2)=[CH:5][CH:4]=1)#[N:2]. The catalyst class is: 2.